This data is from Peptide-MHC class I binding affinity with 185,985 pairs from IEDB/IMGT. The task is: Regression. Given a peptide amino acid sequence and an MHC pseudo amino acid sequence, predict their binding affinity value. This is MHC class I binding data. (1) The peptide sequence is GVFPINESF. The MHC is HLA-A68:02 with pseudo-sequence HLA-A68:02. The binding affinity (normalized) is 0.0847. (2) The peptide sequence is RYPLTFGW. The MHC is HLA-A33:01 with pseudo-sequence HLA-A33:01. The binding affinity (normalized) is 0.0709. (3) The peptide sequence is FQYSDRRWCF. The MHC is HLA-A23:01 with pseudo-sequence HLA-A23:01. The binding affinity (normalized) is 0.482. (4) The MHC is HLA-A26:01 with pseudo-sequence HLA-A26:01. The binding affinity (normalized) is 0.0847. The peptide sequence is ALTLNTMTK. (5) The peptide sequence is YITDYSNDI. The MHC is HLA-A02:01 with pseudo-sequence HLA-A02:01. The binding affinity (normalized) is 0.810.